This data is from Full USPTO retrosynthesis dataset with 1.9M reactions from patents (1976-2016). The task is: Predict the reactants needed to synthesize the given product. (1) Given the product [N:23]1([CH2:30][CH2:31][N:32]2[CH2:33][CH2:34][CH:35]([NH:38][C:17]([C:11]3[NH:12][C:13]4[C:9]([CH:10]=3)=[C:8]([O:1][C:2]3[CH:3]=[CH:4][CH:5]=[CH:6][CH:7]=3)[CH:16]=[CH:15][CH:14]=4)=[O:19])[CH2:36][CH2:37]2)[CH2:29][CH2:28][CH2:27][CH2:26][CH2:25][CH2:24]1, predict the reactants needed to synthesize it. The reactants are: [O:1]([C:8]1[CH:16]=[CH:15][CH:14]=[C:13]2[C:9]=1[CH:10]=[C:11]([C:17]([OH:19])=O)[NH:12]2)[C:2]1[CH:7]=[CH:6][CH:5]=[CH:4][CH:3]=1.Cl.Cl.Cl.[N:23]1([CH2:30][CH2:31][N:32]2[CH2:37][CH2:36][CH:35]([NH2:38])[CH2:34][CH2:33]2)[CH2:29][CH2:28][CH2:27][CH2:26][CH2:25][CH2:24]1. (2) Given the product [NH2:11][C:9]1[N:8]([CH2:12][C:13]2[CH:18]=[CH:17][C:16]([O:19][CH2:20][C:21]3[CH:22]=[N:23][C:24]([O:27][CH3:28])=[CH:25][CH:26]=3)=[C:15]([O:29][CH3:30])[CH:14]=2)[C:5]2=[N:6][CH:7]=[C:2]([C:34]#[C:33][CH2:32][CH2:31][OH:35])[CH:3]=[C:4]2[N:10]=1, predict the reactants needed to synthesize it. The reactants are: I[C:2]1[CH:3]=[C:4]2[N:10]=[C:9]([NH2:11])[N:8]([CH2:12][C:13]3[CH:18]=[CH:17][C:16]([O:19][CH2:20][C:21]4[CH:22]=[N:23][C:24]([O:27][CH3:28])=[CH:25][CH:26]=4)=[C:15]([O:29][CH3:30])[CH:14]=3)[C:5]2=[N:6][CH:7]=1.[CH2:31]([OH:35])[CH2:32][C:33]#[CH:34]. (3) Given the product [CH3:16][N:17]1[C:21]([O:15][C@@H:13]([C:10]2[N:11]=[N:12][N:8]([C:4]3[CH:5]=[CH:6][CH:7]=[C:2]([CH3:1])[CH:3]=3)[N:9]=2)[CH3:14])=[N:20][N:19]=[C:18]1[C:26]1[N:31]=[CH:30][CH:29]=[CH:28][N:27]=1, predict the reactants needed to synthesize it. The reactants are: [CH3:1][C:2]1[CH:3]=[C:4]([N:8]2[N:12]=[N:11][C:10]([C@H:13]([OH:15])[CH3:14])=[N:9]2)[CH:5]=[CH:6][CH:7]=1.[CH3:16][N:17]1[C:21](S(C)(=O)=O)=[N:20][N:19]=[C:18]1[C:26]1[N:31]=[CH:30][CH:29]=[CH:28][N:27]=1.C(=O)([O-])[O-].[Cs+].[Cs+]. (4) Given the product [NH2:1][C:2]1[S:3][CH:4]=[C:5]([CH2:7][NH:8][C:9]2[N:14]=[C:13]([CH3:15])[N:12]=[C:11]([NH:16][NH:17][C:18](=[O:37])[C@H:19]([CH2:31][CH:32]3[CH2:36][CH2:35][CH2:34][CH2:33]3)[CH2:20][N:21]([OH:24])[CH:22]=[O:23])[C:10]=2[F:38])[N:6]=1, predict the reactants needed to synthesize it. The reactants are: [NH2:1][C:2]1[S:3][CH:4]=[C:5]([CH2:7][NH:8][C:9]2[N:14]=[C:13]([CH3:15])[N:12]=[C:11]([NH:16][NH:17][C:18](=[O:37])[C@H:19]([CH2:31][CH:32]3[CH2:36][CH2:35][CH2:34][CH2:33]3)[CH2:20][N:21]([O:24]C3CCCCO3)[CH:22]=[O:23])[C:10]=2[F:38])[N:6]=1.CC(O)=O.